The task is: Regression/Classification. Given a drug SMILES string, predict its absorption, distribution, metabolism, or excretion properties. Task type varies by dataset: regression for continuous measurements (e.g., permeability, clearance, half-life) or binary classification for categorical outcomes (e.g., BBB penetration, CYP inhibition). Dataset: cyp2c9_veith.. This data is from CYP2C9 inhibition data for predicting drug metabolism from PubChem BioAssay. The compound is Nc1nc2c(c(=O)[nH]1)CN(CCCN1CCOCC1)CN2. The result is 0 (non-inhibitor).